This data is from CYP3A4 inhibition data for predicting drug metabolism from PubChem BioAssay. The task is: Regression/Classification. Given a drug SMILES string, predict its absorption, distribution, metabolism, or excretion properties. Task type varies by dataset: regression for continuous measurements (e.g., permeability, clearance, half-life) or binary classification for categorical outcomes (e.g., BBB penetration, CYP inhibition). Dataset: cyp3a4_veith. (1) The drug is O=C(O)c1ccc(CSc2nc3ccccc3o2)cc1. The result is 0 (non-inhibitor). (2) The molecule is O=C(O)[C@H](Cc1c[nH]c2ccccc12)N1C(=O)c2ccccc2C1=O. The result is 0 (non-inhibitor). (3) The molecule is CN1CCN(c2ccc([N+](=O)[O-])cc2S(=O)(=O)N2CCOCC2)CC1. The result is 0 (non-inhibitor). (4) The drug is COC(=O)[C@@]1(Cc2ccc(OC)cc2)[C@H]2c3cc(C(=O)N(C)C)n(CCc4ccc(O)c(OC)c4)c3C[C@H]2CN1C(=O)c1ccccc1. The result is 1 (inhibitor). (5) The drug is COc1ccc(CNc2ccnc(-c3ccoc3)n2)c(OC)c1. The result is 1 (inhibitor). (6) The compound is COc1ccc(/C(C#N)=C/c2c(-c3ccc(Cl)cc3)nc3c(C)cccn23)cc1. The result is 1 (inhibitor).